Dataset: Reaction yield outcomes from USPTO patents with 853,638 reactions. Task: Predict the reaction yield, written as a fraction of the theoretical maximum amount of product (1.0 means a 100% yield; for example, 0.34 means a 34% yield). (1) The reactants are Br[C:2]1[C:3]([F:14])=[CH:4][N:5]=[C:6]2[C:11]=1[N:10]=[C:9]([O:12][CH3:13])[CH:8]=[CH:7]2.C(=O)([O-])O.[Na+].[H][H]. The catalyst is CO.[Pd]. The product is [F:14][C:3]1[CH:2]=[C:11]2[C:6]([CH:7]=[CH:8][C:9]([O:12][CH3:13])=[N:10]2)=[N:5][CH:4]=1. The yield is 0.870. (2) The reactants are [CH2:1]([O:3][C:4](=[O:22])[CH2:5][CH:6]([N:10]1[C:18]2[C:13](=[CH:14][C:15]([N+:19]([O-])=O)=[CH:16][CH:17]=2)[CH:12]=[CH:11]1)[CH2:7][CH2:8][CH3:9])[CH3:2].[H][H]. The catalyst is [Pd].C(O)C. The product is [CH2:1]([O:3][C:4](=[O:22])[CH2:5][CH:6]([N:10]1[C:18]2[C:13](=[CH:14][C:15]([NH2:19])=[CH:16][CH:17]=2)[CH:12]=[CH:11]1)[CH2:7][CH2:8][CH3:9])[CH3:2]. The yield is 0.780. (3) The reactants are [C:1]([C:5]1[N:9]([CH3:10])[N:8]([CH2:11][CH:12]2[CH2:14][CH2:13]2)[C:7](=[NH:15])[CH:6]=1)([CH3:4])([CH3:3])[CH3:2].[OH-].[Na+].[Br:18][C:19]1[CH:27]=[CH:26][C:25]([C:28]([F:31])([F:30])[F:29])=[CH:24][C:20]=1[C:21](Cl)=[O:22]. The catalyst is O1CCCC1.O.C(OCC)(=O)C. The product is [C:1]([C:5]1[N:9]([CH3:10])[N:8]([CH2:11][CH:12]2[CH2:13][CH2:14]2)/[C:7](=[N:15]/[C:21](=[O:22])[C:20]2[CH:24]=[C:25]([C:28]([F:29])([F:30])[F:31])[CH:26]=[CH:27][C:19]=2[Br:18])/[CH:6]=1)([CH3:4])([CH3:2])[CH3:3]. The yield is 0.930.